This data is from Forward reaction prediction with 1.9M reactions from USPTO patents (1976-2016). The task is: Predict the product of the given reaction. Given the reactants [CH2:1]([NH:3][C:4]([NH:6][C:7]1[CH:12]=[CH:11][C:10]([C:13]2[N:14]=[C:15]([N:22]3[CH2:27][CH2:26][O:25][CH2:24][C@@H:23]3[CH3:28])[C:16]3[CH2:21][NH:20][CH2:19][C:17]=3[N:18]=2)=[CH:9][C:8]=1[F:29])=[O:5])[CH3:2].C(N(CC)CC)C.[C:37]([N:40]1[CH2:45][CH2:44][C:43](=O)[CH2:42][CH2:41]1)(=[O:39])[CH3:38].C(O[BH-](OC(=O)C)OC(=O)C)(=O)C.[Na+], predict the reaction product. The product is: [C:37]([N:40]1[CH2:45][CH2:44][CH:43]([N:20]2[CH2:21][C:16]3[C:15]([N:22]4[CH2:27][CH2:26][O:25][CH2:24][C@@H:23]4[CH3:28])=[N:14][C:13]([C:10]4[CH:11]=[CH:12][C:7]([NH:6][C:4]([NH:3][CH2:1][CH3:2])=[O:5])=[C:8]([F:29])[CH:9]=4)=[N:18][C:17]=3[CH2:19]2)[CH2:42][CH2:41]1)(=[O:39])[CH3:38].